This data is from Full USPTO retrosynthesis dataset with 1.9M reactions from patents (1976-2016). The task is: Predict the reactants needed to synthesize the given product. (1) Given the product [Br:1][C:2]1[CH:15]=[CH:14][C:13]2[N:12]([CH2:22][CH2:21][C:20]#[N:27])[C:11]3[C:6](=[CH:7][C:8]([Br:16])=[CH:9][CH:10]=3)[C:5]([CH3:18])([CH3:17])[C:4]=2[CH:3]=1, predict the reactants needed to synthesize it. The reactants are: [Br:1][C:2]1[CH:15]=[CH:14][C:13]2[NH:12][C:11]3[C:6](=[CH:7][C:8]([Br:16])=[CH:9][CH:10]=3)[C:5]([CH3:18])([CH3:17])[C:4]=2[CH:3]=1.[OH-].[CH2:20]([N+:27](C)(C)C)[C:21]1C=CC=C[CH:22]=1. (2) Given the product [Cl:5][C:6]1[CH:14]=[CH:13][C:12]([N+:15]([O-:17])=[O:16])=[CH:11][C:7]=1[C:8]([Cl:3])=[O:9], predict the reactants needed to synthesize it. The reactants are: S(Cl)([Cl:3])=O.[Cl:5][C:6]1[CH:14]=[CH:13][C:12]([N+:15]([O-:17])=[O:16])=[CH:11][C:7]=1[C:8](O)=[O:9]. (3) Given the product [NH:16]1[CH2:24][CH2:19][CH2:18][CH2:17]1.[CH:12](=[O:13])[CH2:11][CH:1]([CH3:10])[CH3:2], predict the reactants needed to synthesize it. The reactants are: [C:1]1([CH2:11][C:12](OC)=[O:13])[C:10]2C(=CC=CC=2)C=C[CH:2]=1.[NH:16]1[C:24]2[C:19](=CC=CC=2)[CH:18]=[CH:17]1.N[C@H](C(O)=O)CC1C2C(=CC=CC=2)NC=1. (4) Given the product [Cl:1][C:2]1[N:3]=[N:4][C:5]([N:16]2[CH2:17][CH2:18][C:13]3([O:12][CH2:11][CH2:10][O:9]3)[CH2:14][CH2:15]2)=[CH:6][CH:7]=1, predict the reactants needed to synthesize it. The reactants are: [Cl:1][C:2]1[N:3]=[N:4][C:5](Cl)=[CH:6][CH:7]=1.[O:9]1[C:13]2([CH2:18][CH2:17][NH:16][CH2:15][CH2:14]2)[O:12][CH2:11][CH2:10]1.CCN(C(C)C)C(C)C.O. (5) The reactants are: [O:1]=[C:2]([OH:14])[C@@H:3]([C@H:5]([C@@H:7]([C@@H:9]([C:11]([OH:13])=[O:12])O)O)O)O.O=C(O)[C@@H]([C@H]([C@H]([C@@H](C(O)=O)O)O)O)O. Given the product [C:11]([OH:13])(=[O:12])[CH2:9][CH2:7][CH2:5][CH2:3][C:2]([OH:14])=[O:1], predict the reactants needed to synthesize it. (6) Given the product [C:31]([C:28]1[CH:27]=[CH:26][C:25]([C:23]2[N:22]=[C:21]([C:35]3[CH:40]=[CH:39][C:38]([C:41]([CH3:43])([CH3:44])[CH3:42])=[CH:37][CH:36]=3)[N:20]=[C:19]([C:16]3[CH:15]=[CH:14][C:13]([C:46]4[CH:47]=[CH:48][C:49]([C:52]5[CH:57]=[CH:56][N:55]=[CH:54][CH:53]=5)=[N:50][CH:51]=4)=[CH:18][CH:17]=3)[N:24]=2)=[CH:30][CH:29]=1)([CH3:32])([CH3:33])[CH3:34], predict the reactants needed to synthesize it. The reactants are: CCCCCC.C([Li])CCC.Br[C:13]1[CH:18]=[CH:17][C:16]([C:19]2[N:24]=[C:23]([C:25]3[CH:30]=[CH:29][C:28]([C:31]([CH3:34])([CH3:33])[CH3:32])=[CH:27][CH:26]=3)[N:22]=[C:21]([C:35]3[CH:40]=[CH:39][C:38]([C:41]([CH3:44])([CH3:43])[CH3:42])=[CH:37][CH:36]=3)[N:20]=2)=[CH:15][CH:14]=1.Br[C:46]1[CH:47]=[CH:48][C:49]([C:52]2[CH:57]=[CH:56][N:55]=[CH:54][CH:53]=2)=[N:50][CH:51]=1.